Task: Predict the product of the given reaction.. Dataset: Forward reaction prediction with 1.9M reactions from USPTO patents (1976-2016) Given the reactants [C:1]([C:4]([C@@H:17]1[CH2:21][CH2:20][NH:19][CH2:18]1)([C:11]1[CH:16]=[CH:15][CH:14]=[CH:13][CH:12]=1)[C:5]1[CH:10]=[CH:9][CH:8]=[CH:7][CH:6]=1)(=[O:3])[NH2:2].[CH3:22][O:23][CH:24]([O:32][CH3:33])[CH2:25][CH2:26][CH2:27][CH2:28][CH2:29][CH:30]=O.C(O[BH-](OC(=O)C)OC(=O)C)(=O)C.[Na+], predict the reaction product. The product is: [C:1]([C:4]([C@@H:17]1[CH2:21][CH2:20][N:19]([CH2:30][CH2:29][CH2:28][CH2:27][CH2:26][CH2:25][CH:24]([O:23][CH3:22])[O:32][CH3:33])[CH2:18]1)([C:11]1[CH:12]=[CH:13][CH:14]=[CH:15][CH:16]=1)[C:5]1[CH:10]=[CH:9][CH:8]=[CH:7][CH:6]=1)(=[O:3])[NH2:2].